From a dataset of Reaction yield outcomes from USPTO patents with 853,638 reactions. Predict the reaction yield, written as a fraction of the theoretical maximum amount of product (1.0 means a 100% yield; for example, 0.34 means a 34% yield). (1) The reactants are [H-].[Na+].CS(C)=O.[NH2:7][C:8]1[CH:13]=[CH:12][C:11]([OH:14])=[CH:10][C:9]=1[O:15][CH3:16].Cl[C:18]1[C:27]2[C:22](=[CH:23][C:24]([O:30][CH3:31])=[C:25]([O:28][CH3:29])[CH:26]=2)[N:21]=[CH:20][N:19]=1. The catalyst is O. The product is [CH3:29][O:28][C:25]1[CH:26]=[C:27]2[C:22](=[CH:23][C:24]=1[O:30][CH3:31])[N:21]=[CH:20][N:19]=[C:18]2[O:14][C:11]1[CH:12]=[CH:13][C:8]([NH2:7])=[C:9]([O:15][CH3:16])[CH:10]=1. The yield is 0.720. (2) The reactants are O[CH2:2][C:3]1[CH:4]=[C:5]([C:13]([O:15][CH3:16])=[O:14])[CH:6]=[C:7]([CH:12]=1)[C:8]([O:10][CH3:11])=[O:9].C(N(S(F)(F)[F:23])CC)C. The catalyst is C(Cl)Cl. The product is [F:23][CH2:2][C:3]1[CH:4]=[C:5]([C:13]([O:15][CH3:16])=[O:14])[CH:6]=[C:7]([CH:12]=1)[C:8]([O:10][CH3:11])=[O:9]. The yield is 0.780. (3) The reactants are [CH3:1][O:2][C:3]([C:5]1[CH:6]=[C:7]([CH:11]=[CH:12][CH:13]=1)[C:8]([OH:10])=O)=[O:4].[NH:14]1[CH2:19][CH2:18][O:17][CH2:16][CH2:15]1.CN(C(ON1N=NC2C=CC=NC1=2)=[N+](C)C)C.F[P-](F)(F)(F)(F)F. The catalyst is C(Cl)Cl. The product is [N:14]1([C:8]([C:7]2[CH:6]=[C:5]([CH:13]=[CH:12][CH:11]=2)[C:3]([O:2][CH3:1])=[O:4])=[O:10])[CH2:19][CH2:18][O:17][CH2:16][CH2:15]1. The yield is 0.905. (4) The reactants are Cl.[Cl:2][C:3]1[CH:23]=[CH:22][C:6]([CH2:7][C:8]2[N:9]=[C:10]([C:16]3[CH:21]=[CH:20][N:19]=[CH:18][CH:17]=3)[S:11][C:12]=2[C:13](=[NH:15])[NH2:14])=[CH:5][CH:4]=1.[O-]CC.[Na+].C([O:30][C:31]([CH:33]=[CH:34][O-])=O)C.[Na+]. The catalyst is C(O)C. The product is [Cl:2][C:3]1[CH:4]=[CH:5][C:6]([CH2:7][C:8]2[N:9]=[C:10]([C:16]3[CH:21]=[CH:20][N:19]=[CH:18][CH:17]=3)[S:11][C:12]=2[C:13]2[NH:14][C:31](=[O:30])[CH:33]=[CH:34][N:15]=2)=[CH:22][CH:23]=1. The yield is 0.120. (5) The reactants are [Cl:1][C:2]1[CH:3]=[CH:4][C:5]2[O:9][C:8]([C:10]3[CH:16]=[CH:15][C:13]([NH2:14])=[CH:12][CH:11]=3)=[N:7][C:6]=2[CH:17]=1.[C:18](Cl)(=[O:20])[CH3:19].O. The catalyst is N1C=CC=CC=1. The product is [Cl:1][C:2]1[CH:3]=[CH:4][C:5]2[O:9][C:8]([C:10]3[CH:16]=[CH:15][C:13]([NH:14][C:18](=[O:20])[CH3:19])=[CH:12][CH:11]=3)=[N:7][C:6]=2[CH:17]=1. The yield is 0.840. (6) The reactants are C(OC([CH:8]([NH2:23])[CH2:9][O:10][C:11]1[CH:19]=[C:18]([N+:20]([O-:22])=[O:21])[CH:17]=[CH:16][C:12]=1[C:13](O)=[O:14])=O)(C)(C)C.C(O)(C(F)(F)F)=O.CN1CCOCC1.O.ON1C2C=CC=CC=2N=N1.F[P-](F)(F)(F)(F)F.CN([PH+](N(C)C)N(C)C)C. The catalyst is C(Cl)Cl.CN(C=O)C. The product is [N+:20]([C:18]1[CH:17]=[CH:16][C:12]2[C:13](=[O:14])[NH:23][CH2:8][CH2:9][O:10][C:11]=2[CH:19]=1)([O-:22])=[O:21]. The yield is 0.260.